Dataset: Reaction yield outcomes from USPTO patents with 853,638 reactions. Task: Predict the reaction yield, written as a fraction of the theoretical maximum amount of product (1.0 means a 100% yield; for example, 0.34 means a 34% yield). The reactants are C(NC(C)C)(C)C.C([Li])CCC.CCCCCC.[Cl:19][C:20]1[CH:21]=[C:22]([CH:26]([O:29][Si](C)(C)C)[C:27]#N)[CH:23]=[CH:24][CH:25]=1.[C:34]([O:38][C:39]([N:41]1[CH2:45][CH2:44][CH2:43][C@H:42]1CI)=[O:40])([CH3:37])([CH3:36])[CH3:35]. The catalyst is C1COCC1. The product is [C:34]([O:38][C:39]([N:41]1[CH2:45][CH2:44][CH2:43][C@@H:42]1[CH2:27][C:26]([C:22]1[CH:23]=[CH:24][CH:25]=[C:20]([Cl:19])[CH:21]=1)=[O:29])=[O:40])([CH3:37])([CH3:35])[CH3:36]. The yield is 0.310.